This data is from NCI-60 drug combinations with 297,098 pairs across 59 cell lines. The task is: Regression. Given two drug SMILES strings and cell line genomic features, predict the synergy score measuring deviation from expected non-interaction effect. (1) Drug 1: CC=C1C(=O)NC(C(=O)OC2CC(=O)NC(C(=O)NC(CSSCCC=C2)C(=O)N1)C(C)C)C(C)C. Drug 2: CC1=C(C(=O)C2=C(C1=O)N3CC4C(C3(C2COC(=O)N)OC)N4)N. Cell line: NCIH23. Synergy scores: CSS=85.6, Synergy_ZIP=2.42, Synergy_Bliss=1.98, Synergy_Loewe=4.73, Synergy_HSA=7.45. (2) Drug 1: CS(=O)(=O)CCNCC1=CC=C(O1)C2=CC3=C(C=C2)N=CN=C3NC4=CC(=C(C=C4)OCC5=CC(=CC=C5)F)Cl. Drug 2: CC1=C(N=C(N=C1N)C(CC(=O)N)NCC(C(=O)N)N)C(=O)NC(C(C2=CN=CN2)OC3C(C(C(C(O3)CO)O)O)OC4C(C(C(C(O4)CO)O)OC(=O)N)O)C(=O)NC(C)C(C(C)C(=O)NC(C(C)O)C(=O)NCCC5=NC(=CS5)C6=NC(=CS6)C(=O)NCCC[S+](C)C)O. Cell line: KM12. Synergy scores: CSS=19.9, Synergy_ZIP=4.05, Synergy_Bliss=5.06, Synergy_Loewe=-14.2, Synergy_HSA=-1.83.